This data is from Forward reaction prediction with 1.9M reactions from USPTO patents (1976-2016). The task is: Predict the product of the given reaction. (1) Given the reactants [CH2:1]([O:3][CH2:4][CH2:5][O:6][C:7]1[CH:12]=[CH:11][C:10]([C:13]2[CH:18]=[CH:17][C:16]([C:19]3[S:23][C:22]([C:24]4[CH:33]=[CH:32][C:27]([C:28]([O:30]C)=[O:29])=[CH:26][N:25]=4)=[N:21][N:20]=3)=[CH:15][CH:14]=2)=[CH:9][CH:8]=1)[CH3:2].[OH-].[Na+].O.Cl.[CH2:38](O)C, predict the reaction product. The product is: [CH3:38][C:26]1[N:25]=[C:24]([C:22]2[S:23][C:19]([C:16]3[CH:17]=[CH:18][C:13]([C:10]4[CH:11]=[CH:12][C:7]([O:6][CH2:5][CH2:4][O:3][CH2:1][CH3:2])=[CH:8][CH:9]=4)=[CH:14][CH:15]=3)=[N:20][N:21]=2)[CH:33]=[CH:32][C:27]=1[C:28]([OH:30])=[O:29]. (2) Given the reactants [CH3:1][C:2]1([C:8]2[CH:13]=[CH:12][CH:11]=[CH:10][CH:9]=2)[C:5](=[O:6])[CH2:4][C:3]1=[O:7].[CH:14](=O)[C:15]1[CH:20]=[CH:19][CH:18]=[CH:17][CH:16]=1.[F:22][C:23]1[CH:24]=[C:25]2[C:29](=[CH:30][CH:31]=1)[NH:28][CH:27]=[C:26]2[CH3:32], predict the reaction product. The product is: [F:22][C:23]1[CH:24]=[C:25]2[C:29](=[CH:30][CH:31]=1)[NH:28][C:27]([CH:14]([C:15]1[CH:20]=[CH:19][CH:18]=[CH:17][CH:16]=1)[C:4]1[C:3](=[O:7])[C:2]([CH3:1])([C:8]3[CH:13]=[CH:12][CH:11]=[CH:10][CH:9]=3)[C:5]=1[OH:6])=[C:26]2[CH3:32]. (3) Given the reactants [CH3:1][C:2]1[CH:7]=[C:6]([C:8]([F:17])([C:13]([F:16])([F:15])[F:14])[C:9]([F:12])([F:11])[F:10])[CH:5]=[C:4]([CH3:18])[C:3]=1[NH:19][C:20]([C:22]1[S:23][CH:24]=[C:25]([NH2:27])[CH:26]=1)=[O:21].[Br:28]N1C(=O)CCC1=O.O, predict the reaction product. The product is: [CH3:18][C:4]1[CH:5]=[C:6]([C:8]([F:17])([C:13]([F:14])([F:15])[F:16])[C:9]([F:11])([F:12])[F:10])[CH:7]=[C:2]([CH3:1])[C:3]=1[NH:19][C:20]([C:22]1[S:23][C:24]([Br:28])=[C:25]([NH2:27])[CH:26]=1)=[O:21]. (4) The product is: [OH:8][C@@H:9]1[C@H:13]2[N:14]([C:16]([O:18][C:19]([CH3:22])([CH3:21])[CH3:20])=[O:17])[CH2:15][C@@H:10]1[O:11][CH2:12]2. Given the reactants C([O:8][C@@H:9]1[C@H:13]2[N:14]([C:16]([O:18][C:19]([CH3:22])([CH3:21])[CH3:20])=[O:17])[CH2:15][C@@H:10]1[O:11][CH2:12]2)C1C=CC=CC=1, predict the reaction product. (5) Given the reactants [CH2:1]([O:3][C:4](=[O:14])[CH:5]([O:9][CH2:10][C:11]([CH3:13])=[CH2:12])[CH2:6]C=C)[CH3:2], predict the reaction product. The product is: [CH2:1]([O:3][C:4]([CH:5]1[CH2:6][CH:13]=[C:11]([CH3:12])[CH2:10][O:9]1)=[O:14])[CH3:2]. (6) Given the reactants [Br:1][C:2]1[C:11]([F:12])=[CH:10][C:5]2[N:6]=[C:7](N)[S:8][C:4]=2[CH:3]=1.N(OCCC(C)C)=O, predict the reaction product. The product is: [Br:1][C:2]1[C:11]([F:12])=[CH:10][C:5]2[N:6]=[CH:7][S:8][C:4]=2[CH:3]=1. (7) Given the reactants [CH3:1][O:2][C:3]1[CH:4]=[C:5]([C:11]2[CH:16]=[CH:15][C:14]([O:17][CH3:18])=[CH:13][C:12]=2[C:19]([F:22])([F:21])[F:20])[CH:6]=[CH:7][C:8]=1[CH:9]=[O:10].[BH4-].[Na+], predict the reaction product. The product is: [CH3:1][O:2][C:3]1[CH:4]=[C:5]([C:11]2[CH:16]=[CH:15][C:14]([O:17][CH3:18])=[CH:13][C:12]=2[C:19]([F:20])([F:22])[F:21])[CH:6]=[CH:7][C:8]=1[CH2:9][OH:10].